This data is from Forward reaction prediction with 1.9M reactions from USPTO patents (1976-2016). The task is: Predict the product of the given reaction. Given the reactants CC1(C)C(C)(C)OB([C:9]2[CH:14]=[CH:13][N:12]=[C:11]([NH:15][C:16](=[O:18])[CH3:17])[CH:10]=2)O1.[NH2:20][C:21]1[N:31]=[CH:30][C:29](Br)=[CH:28][C:22]=1[C:23]([N:25]([CH3:27])[CH3:26])=[O:24].O1CCOCC1.C(=O)([O-])[O-].[K+].[K+], predict the reaction product. The product is: [C:16]([NH:15][C:11]1[CH:10]=[C:9]([C:29]2[CH:30]=[N:31][C:21]([NH2:20])=[C:22]([C:23]([N:25]([CH3:26])[CH3:27])=[O:24])[CH:28]=2)[CH:14]=[CH:13][N:12]=1)(=[O:18])[CH3:17].